The task is: Regression/Classification. Given a drug SMILES string, predict its absorption, distribution, metabolism, or excretion properties. Task type varies by dataset: regression for continuous measurements (e.g., permeability, clearance, half-life) or binary classification for categorical outcomes (e.g., BBB penetration, CYP inhibition). For this dataset (clearance_microsome_az), we predict log10(clearance) (log10 of the in vitro intrinsic clearance, CLint, in uL/min per mg of human liver microsomal protein, equivalently mL/min/g; values are censored to the assay range of 3 to 150, which is 0.477 to 2.18 on this log10 scale).. This data is from Microsomal clearance measurements from AstraZeneca. (1) The molecule is Cc1c(C)c2c(c(C)c1O)CCC(C)(COc1ccc(CC3SC(=O)NC3=O)cc1)O2. The log10(clearance) is 1.69. (2) The compound is CCC(CC)NC(=O)c1nnn(-c2ccccc2)c1NS(=O)(=O)c1ccc(C)cc1. The log10(clearance) is 1.54. (3) The molecule is Oc1ncnc2c1c(-c1ccccc1)cn2-c1ccc(Br)cc1. The log10(clearance) is 1.78. (4) The molecule is COc1cc2ncnc(Nc3ccc(OCc4ccccn4)c(C)c3)c2cc1OC. The log10(clearance) is 1.18. (5) The drug is C[C@@](C(=O)OC1CC[N+](C)(C)CC1)(c1ccccc1)C1CCCC1. The log10(clearance) is 1.54. (6) The drug is Cc1ccc(S(=O)(=O)Nc2c(C(=O)NC(C)C(C)(C)C)c(C)nn2-c2ccccc2)cc1. The log10(clearance) is 1.49. (7) The compound is CCOc1nc2ccc(OCCC3CCN(c4ccc(C)nn4)CC3)cc2o1. The log10(clearance) is 0.780. (8) The molecule is COc1cc2ncnc(Nc3cc4ccccc4cn3)c2cc1OC. The log10(clearance) is 1.49. (9) The compound is C[C@H]1CN(Cc2cc(Cl)ccc2OCC(=O)O)CCN1C(=O)Cc1ccccc1Cl. The log10(clearance) is 0.850.